Predict the reactants needed to synthesize the given product. From a dataset of Full USPTO retrosynthesis dataset with 1.9M reactions from patents (1976-2016). (1) Given the product [Cl:16][C:5]1[CH:6]=[C:7]([C:11]2[NH:15][N:14]=[N:13][N:12]=2)[CH:8]=[C:9]([Cl:10])[C:4]=1[C:3]([OH:17])=[O:2], predict the reactants needed to synthesize it. The reactants are: C[O:2][C:3](=[O:17])[C:4]1[C:9]([Cl:10])=[CH:8][C:7]([C:11]2[NH:15][N:14]=[N:13][N:12]=2)=[CH:6][C:5]=1[Cl:16].B(Br)(Br)Br. (2) The reactants are: [C:1]1([P:7]([C:32]2[CH:37]=[CH:36][CH:35]=[CH:34][CH:33]=2)([C:9]2[C:10]([CH3:31])=[C:11]3[C:15](=[C:16]([CH3:30])[C:17]=2[C:18]2[C:27]4[C:22](=[CH:23][CH:24]=[CH:25][CH:26]=4)[CH:21]=[CH:20][C:19]=2[O:28][CH3:29])[CH2:14][O:13][CH2:12]3)=O)[CH:6]=[CH:5][CH:4]=[CH:3][CH:2]=1.C(N(CC)CC)C.C1C2C(=CC=CC=2)C=CC=1.Cl[SiH](Cl)Cl.C(=O)(O)[O-].[Na+]. Given the product [C:32]1([P:7]([C:1]2[CH:6]=[CH:5][CH:4]=[CH:3][CH:2]=2)[C:9]2[C:10]([CH3:31])=[C:11]3[C:15](=[C:16]([CH3:30])[C:17]=2[C:18]2[C:27]4[C:22](=[CH:23][CH:24]=[CH:25][CH:26]=4)[CH:21]=[CH:20][C:19]=2[O:28][CH3:29])[CH2:14][O:13][CH2:12]3)[CH:33]=[CH:34][CH:35]=[CH:36][CH:37]=1, predict the reactants needed to synthesize it. (3) Given the product [OH:44][C:40]1[CH:39]=[C:38]([O:37][CH2:32][CH2:33][CH:34]([CH3:36])[CH3:35])[CH:43]=[CH:42][C:41]=1[C:10]([C:9]1[CH:13]=[CH:14][C:15]([O:16][CH2:17][CH:18]([CH3:20])[CH3:19])=[C:7]([CH2:6][CH2:5][C:4]([O:3][CH2:1][CH3:2])=[O:21])[CH:8]=1)=[O:12], predict the reactants needed to synthesize it. The reactants are: [CH2:1]([O:3][C:4](=[O:21])[CH2:5][CH2:6][C:7]1[CH:8]=[C:9]([CH:13]=[CH:14][C:15]=1[O:16][CH2:17][CH:18]([CH3:20])[CH3:19])[C:10]([OH:12])=O)[CH3:2].C(Cl)(=O)C(Cl)=O.[Cl-].[Al+3].[Cl-].[Cl-].[CH2:32]([O:37][C:38]1[CH:43]=[CH:42][CH:41]=[C:40]([O:44]CCC(C)C)[CH:39]=1)[CH2:33][CH:34]([CH3:36])[CH3:35]. (4) The reactants are: Cl.Br[C:3]1[C:4]2[N:5]([CH:16]=[CH:17][N:18]=2)[N:6]=[C:7]([Cl:15])[C:8]=1[C:9]1[CH:14]=[CH:13][CH:12]=[CH:11][CH:10]=1.[CH3:19][CH2:20][O:21][C:22]1[CH:23]=[CH:24][C:25]([NH2:28])=[CH:26][CH:27]=1.CC([O-])(C)C.[K+]. Given the product [Cl:15][C:7]1[C:8]([C:9]2[CH:14]=[CH:13][CH:12]=[CH:11][CH:10]=2)=[C:3]([NH:28][C:25]2[CH:24]=[CH:23][C:22]([O:21][CH2:20][CH3:19])=[CH:27][CH:26]=2)[C:4]2[N:5]([CH:16]=[CH:17][N:18]=2)[N:6]=1, predict the reactants needed to synthesize it. (5) Given the product [CH2:1]([O:8][C:9](=[O:10])[NH:11][C:12]1[CH:17]=[CH:16][C:15]([C:39]2[CH2:40][CH2:41][CH:36]([O:35][Si:34]([C:30]([CH3:33])([CH3:32])[CH3:31])([CH3:50])[CH3:51])[CH2:37][CH:38]=2)=[CH:14][C:13]=1[F:21])[C:2]1[CH:7]=[CH:6][CH:5]=[CH:4][CH:3]=1, predict the reactants needed to synthesize it. The reactants are: [CH2:1]([O:8][C:9]([NH:11][C:12]1[CH:17]=[CH:16][C:15](B(O)O)=[CH:14][C:13]=1[F:21])=[O:10])[C:2]1[CH:7]=[CH:6][CH:5]=[CH:4][CH:3]=1.[Li+].[Cl-].C([O-])([O-])=O.[Na+].[Na+].[C:30]([Si:34]([CH3:51])([CH3:50])[O:35][CH:36]1[CH2:41][CH2:40][C:39](OS(C(F)(F)F)(=O)=O)=[CH:38][CH2:37]1)([CH3:33])([CH3:32])[CH3:31]. (6) Given the product [F:1][C:2]1[CH:7]=[C:6]([CH3:8])[CH:5]=[C:4]([NH:9][CH:21]2[CH2:22][CH2:23][N:18]([C:12]3([CH3:11])[CH2:17][CH2:16][O:15][CH2:14][CH2:13]3)[CH2:19][CH2:20]2)[C:3]=1[OH:10], predict the reactants needed to synthesize it. The reactants are: [F:1][C:2]1[CH:7]=[C:6]([CH3:8])[CH:5]=[C:4]([NH2:9])[C:3]=1[OH:10].[CH3:11][C:12]1([N:18]2[CH2:23][CH2:22][C:21](=O)[CH2:20][CH2:19]2)[CH2:17][CH2:16][O:15][CH2:14][CH2:13]1.C([BH3-])#N.C(O)(=O)C.